Dataset: Full USPTO retrosynthesis dataset with 1.9M reactions from patents (1976-2016). Task: Predict the reactants needed to synthesize the given product. (1) Given the product [CH2:18]([C:17]([C:22]1[CH:27]=[CH:26][C:25]([O:28][CH2:29][CH2:30][CH2:31][C:32]([O:34][CH2:35][CH3:36])=[O:33])=[C:24]([O:37][CH3:38])[CH:23]=1)=[C:8]([C:10]1[CH:15]=[CH:14][C:13]([OH:16])=[CH:12][CH:11]=1)[C:5]1[CH:6]=[CH:7][C:2]([OH:1])=[CH:3][CH:4]=1)[CH3:19], predict the reactants needed to synthesize it. The reactants are: [OH:1][C:2]1[CH:7]=[CH:6][C:5]([C:8]([C:10]2[CH:15]=[CH:14][C:13]([OH:16])=[CH:12][CH:11]=2)=O)=[CH:4][CH:3]=1.[C:17]([C:22]1[CH:27]=[CH:26][C:25]([O:28][CH2:29][CH2:30][CH2:31][C:32]([O:34][CH2:35][CH3:36])=[O:33])=[C:24]([O:37][CH3:38])[CH:23]=1)(=O)[CH2:18][CH2:19]C. (2) Given the product [CH3:1][O:23][C:22](=[O:24])[CH2:21][C@@:15]1([CH2:8][C:9]2[CH:14]=[CH:13][CH:12]=[CH:11][CH:10]=2)[CH2:19][CH2:18][C@@H:17]([CH3:20])[CH2:16]1, predict the reactants needed to synthesize it. The reactants are: [CH3:1][Si](C=[N+]=[N-])(C)C.[CH2:8]([C@:15]1([CH2:21][C:22]([OH:24])=[O:23])[CH2:19][CH2:18][C@@H:17]([CH3:20])[CH2:16]1)[C:9]1[CH:14]=[CH:13][CH:12]=[CH:11][CH:10]=1. (3) Given the product [N:36]1[C:27]2[CH2:26][CH2:25][N:24]([C:29]([O:31][CH2:32][CH3:33])=[O:30])[CH2:23][C:22]=2[S:2][CH:34]=1, predict the reactants needed to synthesize it. The reactants are: P12(SP3(SP(SP(S3)(S1)=S)(=S)S2)=S)=[S:2].O.C(OCC)C.Cl[CH:22]1[C:27](=O)[CH2:26][CH2:25][N:24]([C:29]([O:31][CH2:32][CH3:33])=[O:30])[CH2:23]1.[CH:34]([NH2:36])=O. (4) Given the product [F:19][C:14]1[CH:15]=[CH:16][CH:17]=[C:18]2[C:13]=1[C:12]([NH2:20])=[N:11][C:10]2([C:4]1[CH:5]=[CH:6][C:7]([O:8][CH3:9])=[C:2]([C:35]2[CH:36]=[N:31][CH:32]=[N:33][CH:34]=2)[CH:3]=1)[C:21]1[CH:26]=[CH:25][N:24]=[C:23]([C:27]([F:28])([F:29])[F:30])[CH:22]=1, predict the reactants needed to synthesize it. The reactants are: Br[C:2]1[CH:3]=[C:4]([C:10]2([C:21]3[CH:26]=[CH:25][N:24]=[C:23]([C:27]([F:30])([F:29])[F:28])[CH:22]=3)[C:18]3[C:13](=[C:14]([F:19])[CH:15]=[CH:16][CH:17]=3)[C:12]([NH2:20])=[N:11]2)[CH:5]=[CH:6][C:7]=1[O:8][CH3:9].[N:31]1[CH:36]=[C:35](B(O)O)[CH:34]=[N:33][CH:32]=1.C(=O)([O-])[O-].[K+].[K+].CO. (5) The reactants are: Br[C:2]1[CH:7]=[CH:6][C:5]([C:8]2[C:14]3[CH:15]=[C:16]([O:21][CH3:22])[C:17]([O:19][CH3:20])=[CH:18][C:13]=3[CH2:12][CH:11]([CH3:23])[N:10]([C:24]([NH:26][CH3:27])=[O:25])[N:9]=2)=[CH:4][CH:3]=1.CC(C)([O-])C.[Na+].[CH2:34]1[C:38]2([CH2:43][CH2:42][NH:41][CH2:40][CH2:39]2)[CH2:37][C:36](=[O:44])[NH:35]1. Given the product [CH3:20][O:19][C:17]1[C:16]([O:21][CH3:22])=[CH:15][C:14]2[C:8]([C:5]3[CH:6]=[CH:7][C:2]([N:41]4[CH2:40][CH2:39][C:38]5([CH2:34][NH:35][C:36](=[O:44])[CH2:37]5)[CH2:43][CH2:42]4)=[CH:3][CH:4]=3)=[N:9][N:10]([C:24]([NH:26][CH3:27])=[O:25])[CH:11]([CH3:23])[CH2:12][C:13]=2[CH:18]=1, predict the reactants needed to synthesize it. (6) The reactants are: [CH3:1][C:2]1[N:11]=[CH:10][C:9]2[C:4](=[CH:5][CH:6]=[CH:7][C:8]=2F)[N:3]=1.C(N(CC)CC)C.[NH:20]1[CH2:25][CH2:24][NH:23][CH2:22][CH2:21]1.O. Given the product [CH3:1][C:2]1[N:11]=[CH:10][C:9]2[C:4](=[CH:5][CH:6]=[CH:7][C:8]=2[N:20]2[CH2:25][CH2:24][NH:23][CH2:22][CH2:21]2)[N:3]=1, predict the reactants needed to synthesize it. (7) Given the product [CH2:1]([O:5][CH2:6][CH2:7][O:8][C:9]1[CH:10]=[CH:11][C:12]([C:15]2[CH:16]=[CH:17][C:18]3[N:26]([CH2:27][CH2:28][CH3:29])[CH2:25][CH2:24][CH2:23][CH2:22][C:21]([C:30]([OH:32])=[O:31])=[CH:20][C:19]=3[CH:34]=2)=[CH:13][CH:14]=1)[CH2:2][CH2:3][CH3:4], predict the reactants needed to synthesize it. The reactants are: [CH2:1]([O:5][CH2:6][CH2:7][O:8][C:9]1[CH:14]=[CH:13][C:12]([C:15]2[CH:16]=[CH:17][C:18]3[N:26]([CH2:27][CH2:28][CH3:29])[CH2:25][CH2:24][CH2:23][CH2:22][C:21]([C:30]([O:32]C)=[O:31])=[CH:20][C:19]=3[CH:34]=2)=[CH:11][CH:10]=1)[CH2:2][CH2:3][CH3:4].O1CCCC1.[OH-].[Na+].Cl. (8) Given the product [Si:23]([O:22][CH2:21][CH2:20][CH2:19][CH2:18][CH2:17][CH2:16][N:4]1[C:5](=[O:6])[C:7]2[C:12](=[CH:11][CH:10]=[CH:9][CH:8]=2)[S:1]1(=[O:2])=[O:3])([C:26]([CH3:27])([CH3:28])[CH3:29])([CH3:25])[CH3:24], predict the reactants needed to synthesize it. The reactants are: [S:1]1([C:12]2[C:7](=[CH:8][CH:9]=[CH:10][CH:11]=2)[C:5](=[O:6])[NH:4]1)(=[O:3])=[O:2].[H-].[Na+].Br[CH2:16][CH2:17][CH2:18][CH2:19][CH2:20][CH2:21][O:22][Si:23]([C:26]([CH3:29])([CH3:28])[CH3:27])([CH3:25])[CH3:24]. (9) Given the product [CH3:20][C@@H:15]([C:16]([CH3:19])([CH3:18])[CH3:17])[C:14]([OH:21])=[O:22], predict the reactants needed to synthesize it. The reactants are: C([C@H]1COC(=O)N1[C:14](=[O:21])[C@@H:15]([CH3:20])[C:16]([CH3:19])([CH3:18])[CH3:17])C1C=CC=CC=1.[OH2:22].[OH-].[Li+].OO.